Dataset: Catalyst prediction with 721,799 reactions and 888 catalyst types from USPTO. Task: Predict which catalyst facilitates the given reaction. (1) Reactant: [F:1][C:2]([F:20])([F:19])[C:3]1[CH:4]=[C:5]([CH:16]=[CH:17][CH:18]=1)[O:6][C:7]1[CH:12]=[CH:11][C:10]([CH2:13][CH2:14][OH:15])=[CH:9][CH:8]=1.[N:21]#[C:22][NH2:23].[OH:24][S:25]([C:28]([F:31])([F:30])[F:29])(=[O:27])=[O:26].C(O)(C(F)(F)F)=O. Product: [OH:27][S:25]([C:28]([F:31])([F:30])[F:29])(=[O:26])=[O:24].[C:22](=[NH:21])([O:15][CH2:14][CH2:13][C:10]1[CH:9]=[CH:8][C:7]([O:6][C:5]2[CH:16]=[CH:17][CH:18]=[C:3]([C:2]([F:19])([F:20])[F:1])[CH:4]=2)=[CH:12][CH:11]=1)[NH2:23]. The catalyst class is: 1. (2) Reactant: [C:1]([O:4][CH2:5][CH:6]([CH3:8])[CH3:7])(=[O:3])[CH3:2]. Product: [C:1]([O:4][CH2:5][CH:6]([CH3:8])[CH3:7])(=[O:3])[CH3:2].[OH2:3]. The catalyst class is: 15.